Dataset: NCI-60 drug combinations with 297,098 pairs across 59 cell lines. Task: Regression. Given two drug SMILES strings and cell line genomic features, predict the synergy score measuring deviation from expected non-interaction effect. (1) Synergy scores: CSS=21.1, Synergy_ZIP=-6.12, Synergy_Bliss=-0.490, Synergy_Loewe=-0.357, Synergy_HSA=1.68. Cell line: SN12C. Drug 2: CC1=C(N=C(N=C1N)C(CC(=O)N)NCC(C(=O)N)N)C(=O)NC(C(C2=CN=CN2)OC3C(C(C(C(O3)CO)O)O)OC4C(C(C(C(O4)CO)O)OC(=O)N)O)C(=O)NC(C)C(C(C)C(=O)NC(C(C)O)C(=O)NCCC5=NC(=CS5)C6=NC(=CS6)C(=O)NCCC[S+](C)C)O. Drug 1: CC1=C(C(CCC1)(C)C)C=CC(=CC=CC(=CC(=O)O)C)C. (2) Drug 1: CC1=C(C=C(C=C1)NC2=NC=CC(=N2)N(C)C3=CC4=NN(C(=C4C=C3)C)C)S(=O)(=O)N.Cl. Drug 2: CS(=O)(=O)OCCCCOS(=O)(=O)C. Cell line: TK-10. Synergy scores: CSS=0.131, Synergy_ZIP=0.0973, Synergy_Bliss=-0.248, Synergy_Loewe=-2.97, Synergy_HSA=-3.05. (3) Drug 1: CC12CCC3C(C1CCC2=O)CC(=C)C4=CC(=O)C=CC34C. Drug 2: CN(CCCl)CCCl.Cl. Cell line: RPMI-8226. Synergy scores: CSS=46.7, Synergy_ZIP=4.10, Synergy_Bliss=7.29, Synergy_Loewe=-14.6, Synergy_HSA=2.92. (4) Drug 1: CC1=C2C(C(=O)C3(C(CC4C(C3C(C(C2(C)C)(CC1OC(=O)C(C(C5=CC=CC=C5)NC(=O)OC(C)(C)C)O)O)OC(=O)C6=CC=CC=C6)(CO4)OC(=O)C)O)C)O. Drug 2: CC1=C(N=C(N=C1N)C(CC(=O)N)NCC(C(=O)N)N)C(=O)NC(C(C2=CN=CN2)OC3C(C(C(C(O3)CO)O)O)OC4C(C(C(C(O4)CO)O)OC(=O)N)O)C(=O)NC(C)C(C(C)C(=O)NC(C(C)O)C(=O)NCCC5=NC(=CS5)C6=NC(=CS6)C(=O)NCCC[S+](C)C)O. Cell line: NCIH23. Synergy scores: CSS=46.8, Synergy_ZIP=11.3, Synergy_Bliss=5.32, Synergy_Loewe=-1.94, Synergy_HSA=-0.449. (5) Drug 1: CC1=C(C(CCC1)(C)C)C=CC(=CC=CC(=CC(=O)O)C)C. Drug 2: CC1C(C(CC(O1)OC2CC(OC(C2O)C)OC3=CC4=CC5=C(C(=O)C(C(C5)C(C(=O)C(C(C)O)O)OC)OC6CC(C(C(O6)C)O)OC7CC(C(C(O7)C)O)OC8CC(C(C(O8)C)O)(C)O)C(=C4C(=C3C)O)O)O)O. Cell line: CCRF-CEM. Synergy scores: CSS=56.9, Synergy_ZIP=1.61, Synergy_Bliss=2.36, Synergy_Loewe=-24.8, Synergy_HSA=-1.27. (6) Drug 1: C1=NC2=C(N=C(N=C2N1C3C(C(C(O3)CO)O)O)F)N. Drug 2: CC1CCC2CC(C(=CC=CC=CC(CC(C(=O)C(C(C(=CC(C(=O)CC(OC(=O)C3CCCCN3C(=O)C(=O)C1(O2)O)C(C)CC4CCC(C(C4)OC)OCCO)C)C)O)OC)C)C)C)OC. Cell line: UACC-257. Synergy scores: CSS=-4.13, Synergy_ZIP=0.187, Synergy_Bliss=-0.420, Synergy_Loewe=-3.72, Synergy_HSA=-4.09. (7) Drug 1: C1CC(=O)NC(=O)C1N2CC3=C(C2=O)C=CC=C3N. Drug 2: CC1=CC=C(C=C1)C2=CC(=NN2C3=CC=C(C=C3)S(=O)(=O)N)C(F)(F)F. Cell line: COLO 205. Synergy scores: CSS=-5.17, Synergy_ZIP=0.248, Synergy_Bliss=-5.31, Synergy_Loewe=-4.65, Synergy_HSA=-5.89. (8) Drug 1: CC(C)NC(=O)C1=CC=C(C=C1)CNNC.Cl. Drug 2: CC1C(C(CC(O1)OC2CC(CC3=C2C(=C4C(=C3O)C(=O)C5=CC=CC=C5C4=O)O)(C(=O)C)O)N)O. Cell line: CCRF-CEM. Synergy scores: CSS=37.7, Synergy_ZIP=0.886, Synergy_Bliss=-1.58, Synergy_Loewe=-8.79, Synergy_HSA=0.492.